From a dataset of Forward reaction prediction with 1.9M reactions from USPTO patents (1976-2016). Predict the product of the given reaction. Given the reactants [C:1]1([C:7]2[CH:12]=[CH:11][CH:10]=[CH:9][CH:8]=2)[CH:6]=[CH:5][CH:4]=[CH:3][CH:2]=1.C[N:14]([C:16]([O:20]N1N=NC2C=CC=CC1=2)=[N+](C)C)C.F[P-](F)(F)(F)(F)F.CN(C)C[C@@H]1CC[C@H](C2C=CC=CC=2)N1, predict the reaction product. The product is: [C:1]1([C:7]2[CH:8]=[CH:9][CH:10]=[CH:11][CH:12]=2)[C:6]([C:16]([NH2:14])=[O:20])=[CH:5][CH:4]=[CH:3][CH:2]=1.